This data is from Forward reaction prediction with 1.9M reactions from USPTO patents (1976-2016). The task is: Predict the product of the given reaction. (1) Given the reactants [F:1][C:2]([F:7])([F:6])[C:3]([OH:5])=[O:4].F[C:9](F)(F)[C:10]([OH:12])=O.[Cl:15][C:16]1[CH:17]=[N:18][C:19]2[NH:20][C:21]3[CH:22]=[CH:23][CH:24]=[C:25]([CH:47]=3)[CH2:26][CH2:27][C:28]3[CH:36]=[C:32]([NH:33][C:34]=1[N:35]=2)[CH:31]=[CH:30][C:29]=3[NH:37][C:38](=[O:46])[CH2:39][CH:40]1[CH2:45][CH2:44][NH:43][CH2:42][CH2:41]1.COC1O[N:53]=[C:52]([C:55](Cl)=[O:56])[CH:51]=1, predict the reaction product. The product is: [F:1][C:2]([F:7])([F:6])[C:3]([OH:5])=[O:4].[Cl:15][C:16]1[CH:17]=[N:18][C:19]2[NH:20][C:21]3[CH:22]=[CH:23][CH:24]=[C:25]([CH:47]=3)[CH2:26][CH2:27][C:28]3[CH:36]=[C:32]([NH:33][C:34]=1[N:35]=2)[CH:31]=[CH:30][C:29]=3[NH:37][C:38](=[O:46])[CH2:39][CH:40]1[CH2:45][CH2:44][N:43]([C:55]([C:52]2[CH:51]=[C:10]([CH3:9])[O:12][N:53]=2)=[O:56])[CH2:42][CH2:41]1. (2) Given the reactants O=[C:2]([C:6]1[CH:7]=[N:8][CH:9]=[CH:10][CH:11]=1)[CH2:3][C:4]#N.[C:12](=[S:14])=[S:13].Br[CH2:16][C:17](=[O:20])[CH2:18][CH3:19].[CH3:21]I.[NH4+].[Cl-], predict the reaction product. The product is: [CH3:4][C:3]1[C:2]([C:6]2[CH:7]=[N:8][CH:9]=[CH:10][CH:11]=2)=[C:16]([C:17](=[O:20])[CH2:18][CH3:19])[S:13][C:12]=1[S:14][CH3:21]. (3) Given the reactants [CH3:1][O:2][C:3]([C:5]1([NH:18][C:19]([O:21][CH2:22][C:23]2[CH:28]=[CH:27][CH:26]=[CH:25][CH:24]=2)=[O:20])[CH2:10][CH2:9][N:8](C(OC(C)(C)C)=O)[CH2:7][CH2:6]1)=[O:4].C(O)(C(F)(F)F)=O, predict the reaction product. The product is: [CH3:1][O:2][C:3]([C:5]1([NH:18][C:19]([O:21][CH2:22][C:23]2[CH:24]=[CH:25][CH:26]=[CH:27][CH:28]=2)=[O:20])[CH2:10][CH2:9][NH:8][CH2:7][CH2:6]1)=[O:4]. (4) Given the reactants [CH2:1]([N:4]1[CH2:8][CH2:7][C@@H:6]([C:9]2[CH:14]=[CH:13][C:12]([NH2:15])=[CH:11][CH:10]=2)[CH2:5]1)[CH2:2][CH3:3].C[Si](C)(C)[N-][Si](C)(C)C.[K+].[F:26][C:27]([F:40])([F:39])[S:28][C:29]1[CH:34]=[CH:33][C:32]([S:35](F)(=[O:37])=[O:36])=[CH:31][CH:30]=1, predict the reaction product. The product is: [CH2:1]([N:4]1[CH2:8][CH2:7][C@@H:6]([C:9]2[CH:10]=[CH:11][C:12]([NH:15][S:35]([C:32]3[CH:33]=[CH:34][C:29]([S:28][C:27]([F:40])([F:26])[F:39])=[CH:30][CH:31]=3)(=[O:37])=[O:36])=[CH:13][CH:14]=2)[CH2:5]1)[CH2:2][CH3:3]. (5) Given the reactants [C:1]([C:3]1[C:11]2[N:10]([CH3:12])[C:9]([NH:13][C:14]3[C:19]([Cl:20])=[CH:18][CH:17]=[CH:16][C:15]=3[Cl:21])=[N:8][C:7]=2[CH:6]=[CH:5][C:4]=1[C:22]1(C(OCC)=O)[CH2:26][CH2:25][CH2:24][C:23]1=O)#[N:2].C(O)(=[O:35])C.OS(O)(=O)=O, predict the reaction product. The product is: [Cl:21][C:15]1[CH:16]=[CH:17][CH:18]=[C:19]([Cl:20])[C:14]=1[NH:13][C:9]1[N:10]([CH3:12])[C:11]2[C:3]3[C:1](=[O:35])[NH:2][C:26]4[CH2:25][CH2:24][CH2:23][C:22]=4[C:4]=3[CH:5]=[CH:6][C:7]=2[N:8]=1.